Dataset: NCI-60 drug combinations with 297,098 pairs across 59 cell lines. Task: Regression. Given two drug SMILES strings and cell line genomic features, predict the synergy score measuring deviation from expected non-interaction effect. Drug 1: CC1C(C(CC(O1)OC2CC(OC(C2O)C)OC3=CC4=CC5=C(C(=O)C(C(C5)C(C(=O)C(C(C)O)O)OC)OC6CC(C(C(O6)C)O)OC7CC(C(C(O7)C)O)OC8CC(C(C(O8)C)O)(C)O)C(=C4C(=C3C)O)O)O)O. Drug 2: C1CNP(=O)(OC1)N(CCCl)CCCl. Cell line: OVCAR-8. Synergy scores: CSS=43.1, Synergy_ZIP=2.75, Synergy_Bliss=2.61, Synergy_Loewe=-30.7, Synergy_HSA=0.237.